From a dataset of Reaction yield outcomes from USPTO patents with 853,638 reactions. Predict the reaction yield, written as a fraction of the theoretical maximum amount of product (1.0 means a 100% yield; for example, 0.34 means a 34% yield). (1) The reactants are [Cl:1][C:2]1[CH:3]=[C:4]([N+:20]([O-])=O)[C:5]([S:10][C:11]2[CH:16]=[CH:15][C:14]([F:17])=[CH:13][C:12]=2[CH2:18][OH:19])=[C:6]([CH2:8][OH:9])[CH:7]=1.C(O)(=O)C. The catalyst is CO.Cl.[Zn]. The product is [NH2:20][C:4]1[CH:3]=[C:2]([Cl:1])[CH:7]=[C:6]([CH2:8][OH:9])[C:5]=1[S:10][C:11]1[CH:16]=[CH:15][C:14]([F:17])=[CH:13][C:12]=1[CH2:18][OH:19]. The yield is 0.590. (2) The reactants are [CH3:1][S:2]([CH2:5][CH2:6][NH2:7])(=[O:4])=[O:3].CCN(C(C)C)C(C)C.[CH3:17][O:18][C:19](=[O:30])[C:20]1[CH:25]=[CH:24][C:23](F)=[C:22]([N+:27]([O-:29])=[O:28])[CH:21]=1. The catalyst is CN(C=O)C.O. The product is [CH3:17][O:18][C:19](=[O:30])[C:20]1[CH:25]=[CH:24][C:23]([NH:7][CH2:6][CH2:5][S:2]([CH3:1])(=[O:4])=[O:3])=[C:22]([N+:27]([O-:29])=[O:28])[CH:21]=1. The yield is 0.830. (3) The reactants are [CH2:1]([S:8][C:9]1[N:10]=[C:11](Cl)[C:12]2[S:17][C:16]([NH2:18])=[N:15][C:13]=2[N:14]=1)[C:2]1[CH:7]=[CH:6][CH:5]=[CH:4][CH:3]=1.C(N(C(C)C)C(C)C)C.[NH2:29][C@H:30]([CH2:33][CH2:34][CH3:35])[CH2:31][OH:32].O. The catalyst is CN1CCCC1=O. The product is [NH2:18][C:16]1[S:17][C:12]2[C:11]([NH:29][C@H:30]([CH2:33][CH2:34][CH3:35])[CH2:31][OH:32])=[N:10][C:9]([S:8][CH2:1][C:2]3[CH:7]=[CH:6][CH:5]=[CH:4][CH:3]=3)=[N:14][C:13]=2[N:15]=1. The yield is 0.800. (4) The reactants are [Cl:1][C:2]1[CH:9]=[C:8]([CH3:10])[CH:7]=[CH:6][C:3]=1[CH2:4]O.S(Cl)([Cl:13])=O. The catalyst is ClCCl. The product is [Cl:1][C:2]1[CH:9]=[C:8]([CH3:10])[CH:7]=[CH:6][C:3]=1[CH2:4][Cl:13]. The yield is 0.870.